Dataset: Forward reaction prediction with 1.9M reactions from USPTO patents (1976-2016). Task: Predict the product of the given reaction. (1) Given the reactants [NH2:1][C:2]1[N:3]=[CH:4][C:5]([C:21]2[CH:22]=[CH:23][C:24](=[O:30])[N:25]([CH:27]([CH3:29])[CH3:28])[CH:26]=2)=[N:6][C:7]=1[C:8]1[O:9][C:10]([C:13]2[CH:18]=[CH:17][CH:16]=[C:15]([CH2:19]Br)[CH:14]=2)=[N:11][N:12]=1.[CH3:31][NH2:32].C([O-])([O-])=O.[Na+].[Na+], predict the reaction product. The product is: [NH2:1][C:2]1[N:3]=[CH:4][C:5]([C:21]2[CH:22]=[CH:23][C:24](=[O:30])[N:25]([CH:27]([CH3:29])[CH3:28])[CH:26]=2)=[N:6][C:7]=1[C:8]1[O:9][C:10]([C:13]2[CH:18]=[CH:17][CH:16]=[C:15]([CH2:19][NH:32][CH3:31])[CH:14]=2)=[N:11][N:12]=1. (2) Given the reactants [CH3:1][O:2][C:3](=[O:19])[CH2:4][CH2:5][CH2:6][CH2:7][CH2:8][O:9][C:10]1[CH:15]=[CH:14][C:13]([N:16]=[C:17]=[O:18])=[CH:12][CH:11]=1.[CH2:20]([OH:23])[CH2:21][OH:22], predict the reaction product. The product is: [CH3:1][O:2][C:3](=[O:19])[CH2:4][CH2:5][CH2:6][CH2:7][CH2:8][O:9][C:10]1[CH:15]=[CH:14][C:13]([NH:16][C:17]([O:22][CH2:21][CH2:20][OH:23])=[O:18])=[CH:12][CH:11]=1. (3) The product is: [NH2:1][C:2]1[C:11]2[C:6](=[CH:7][CH:8]=[CH:9][CH:10]=2)[NH:5][C:4](=[O:12])[C:3]=1[C:13]([OH:15])=[O:14]. Given the reactants [NH2:1][C:2]1[C:11]2[C:6](=[CH:7][CH:8]=[CH:9][CH:10]=2)[NH:5][C:4](=[O:12])[C:3]=1[C:13]([O:15]CC1C=CC=CC=1)=[O:14], predict the reaction product. (4) Given the reactants Cl[C:2]1[N:7]=[C:6]([C:8]2[N:12]3[CH:13]=[CH:14][CH:15]=[CH:16][C:11]3=[N:10][C:9]=2[C:17]2[CH:18]=[CH:19][C:20]([O:34][CH2:35][CH3:36])=[C:21]([CH:33]=2)[C:22]([NH:24][C:25]2[C:30]([F:31])=[CH:29][CH:28]=[CH:27][C:26]=2[F:32])=[O:23])[CH:5]=[CH:4][N:3]=1.[CH2:37]([C:39]1[C:40]([N:48]2[CH2:53][CH2:52][CH:51]([N:54]3[CH2:59][CH2:58][N:57]([S:60]([CH3:63])(=[O:62])=[O:61])[CH2:56][CH2:55]3)[CH2:50][CH2:49]2)=[CH:41][C:42]([O:46][CH3:47])=[C:43]([CH:45]=1)[NH2:44])[CH3:38].Cl, predict the reaction product. The product is: [F:32][C:26]1[CH:27]=[CH:28][CH:29]=[C:30]([F:31])[C:25]=1[NH:24][C:22](=[O:23])[C:21]1[CH:33]=[C:17]([C:9]2[N:10]=[C:11]3[CH:16]=[CH:15][CH:14]=[CH:13][N:12]3[C:8]=2[C:6]2[CH:5]=[CH:4][N:3]=[C:2]([NH:44][C:43]3[CH:45]=[C:39]([CH2:37][CH3:38])[C:40]([N:48]4[CH2:49][CH2:50][CH:51]([N:54]5[CH2:55][CH2:56][N:57]([S:60]([CH3:63])(=[O:62])=[O:61])[CH2:58][CH2:59]5)[CH2:52][CH2:53]4)=[CH:41][C:42]=3[O:46][CH3:47])[N:7]=2)[CH:18]=[CH:19][C:20]=1[O:34][CH2:35][CH3:36]. (5) Given the reactants [OH:1][C:2]1[CH:6]([CH:7]([CH3:9])[CH3:8])[NH:5][C:4](=[O:10])[CH:3]=1.[CH:11](=O)[C:12]1[CH:17]=[CH:16][CH:15]=[CH:14][CH:13]=1.[NH:19]1[C:27]2[C:22](=[CH:23][CH:24]=[CH:25][CH:26]=2)[C:21]([CH2:28][CH2:29][NH:30][C:31](=[O:46])[C:32]2[CH:37]=[C:36]([C:38]([F:41])([F:40])[F:39])[CH:35]=[C:34]([C:42]([F:45])([F:44])[F:43])[CH:33]=2)=[CH:20]1, predict the reaction product. The product is: [OH:1][C:2]1[CH:6]([CH:7]([CH3:9])[CH3:8])[NH:5][C:4](=[O:10])[C:3]=1[CH:11]([C:12]1[CH:17]=[CH:16][CH:15]=[CH:14][CH:13]=1)[C:20]1[NH:19][C:27]2[C:22]([C:21]=1[CH2:28][CH2:29][NH:30][C:31](=[O:46])[C:32]1[CH:33]=[C:34]([C:42]([F:43])([F:44])[F:45])[CH:35]=[C:36]([C:38]([F:41])([F:39])[F:40])[CH:37]=1)=[CH:23][CH:24]=[CH:25][CH:26]=2.